This data is from Full USPTO retrosynthesis dataset with 1.9M reactions from patents (1976-2016). The task is: Predict the reactants needed to synthesize the given product. (1) The reactants are: [C:1]1(=[O:7])[O:6][C:4](=[O:5])[CH2:3][CH2:2]1.[CH3:8][CH:9]([CH2:11][CH2:12][CH2:13][C@H:14]([C@@H:16]1[C@:34]2([CH3:35])[C@H:19]([C@H:20]3[C@H:31]([CH2:32][CH2:33]2)[C@:29]2([CH3:30])[C:23]([CH2:24][C@H:25]([CH2:27][CH2:28]2)[OH:26])=[CH:22][CH2:21]3)[CH2:18][CH2:17]1)[CH3:15])[CH3:10].N1C=CC=CC=1. Given the product [C:1]([OH:6])(=[O:7])[CH2:2][CH2:3][C:4]([OH:26])=[O:5].[CH3:10][CH:9]([CH2:11][CH2:12][CH2:13][C@H:14]([C@@H:16]1[C@:34]2([CH3:35])[C@H:19]([C@H:20]3[C@H:31]([CH2:32][CH2:33]2)[C@:29]2([CH3:30])[C:23]([CH2:24][C@H:25]([CH2:27][CH2:28]2)[OH:26])=[CH:22][CH2:21]3)[CH2:18][CH2:17]1)[CH3:15])[CH3:8].[CH3:10][CH:9]([CH2:11][CH2:12][CH2:13][C@H:14]([C@@H:16]1[C@:34]2([CH3:35])[C@H:19]([C@H:20]3[C@H:31]([CH2:32][CH2:33]2)[C@:29]2([CH3:30])[C:23]([CH2:24][C@H:25]([CH2:27][CH2:28]2)[OH:26])=[CH:22][CH2:21]3)[CH2:18][CH2:17]1)[CH3:15])[CH3:8], predict the reactants needed to synthesize it. (2) Given the product [C:1]([C:3]1[CH:4]=[C:5]([CH:39]=[C:40]([S:42]([F:46])([F:44])([F:47])([F:43])[F:45])[CH:41]=1)[C:6]([NH:8][C:9]1[CH:14]=[CH:13][C:12]([CH3:15])=[C:11]([N:16]2[C:23]3[N:19]([N:20]=[C:21]([C:24]4[CH:28]=[N:27][NH:26][CH:25]=4)[CH:22]=3)[C:18]([CH3:38])=[CH:17]2)[CH:10]=1)=[O:7])#[N:2], predict the reactants needed to synthesize it. The reactants are: [C:1]([C:3]1[CH:4]=[C:5]([CH:39]=[C:40]([S:42]([F:47])([F:46])([F:45])([F:44])[F:43])[CH:41]=1)[C:6]([NH:8][C:9]1[CH:14]=[CH:13][C:12]([CH3:15])=[C:11]([N:16]2[C:23]3[N:19]([N:20]=[C:21]([C:24]4[CH:25]=[N:26][N:27](CC5C=CC(OC)=CC=5)[CH:28]=4)[CH:22]=3)[C:18]([CH3:38])=[CH:17]2)[CH:10]=1)=[O:7])#[N:2]. (3) The reactants are: [CH2:1]([O:3][C:4]([C:6]1[C:7]2[S:15][CH:14]=[C:13]([CH2:16][O:17][C:18]3[CH:23]=[CH:22][C:21]([C:24]([O:26]C(C)(C)C)=[O:25])=[CH:20][CH:19]=3)[C:8]=2[C:9]([NH2:12])=[N:10][CH:11]=1)=[O:5])[CH3:2]. Given the product [CH2:1]([O:3][C:4]([C:6]1[C:7]2[S:15][CH:14]=[C:13]([CH2:16][O:17][C:18]3[CH:23]=[CH:22][C:21]([C:24]([OH:26])=[O:25])=[CH:20][CH:19]=3)[C:8]=2[C:9]([NH2:12])=[N:10][CH:11]=1)=[O:5])[CH3:2], predict the reactants needed to synthesize it.